From a dataset of Forward reaction prediction with 1.9M reactions from USPTO patents (1976-2016). Predict the product of the given reaction. (1) Given the reactants C(N(CCCC)C(C1N=C(C2C=CC(C(O)=O)=CC=2C(N2[C@H](CO)CC3C(=CC=CC=3)C2)=O)N(CCC2C=CC=CC=2)C=1)=O)CCC.[Si:48]([O:55][CH2:56][C@@H:57]1[CH2:66][C:65]2[C:60](=[CH:61][CH:62]=[CH:63][CH:64]=2)[CH2:59][N:58]1[C:67]([C:69]1[CH:70]=[C:71]([CH:76]=[CH:77][C:78]=1[C:79]1[N:80]([CH3:95])[CH:81]=[C:82]([C:84](=[O:94])[N:85]([CH2:90][CH2:91][CH2:92][CH3:93])[CH2:86][CH2:87][CH2:88][CH3:89])[N:83]=1)[C:72]([O:74]C)=[O:73])=[O:68])([C:51]([CH3:54])([CH3:53])[CH3:52])([CH3:50])[CH3:49], predict the reaction product. The product is: [Si:48]([O:55][CH2:56][C@@H:57]1[CH2:66][C:65]2[C:60](=[CH:61][CH:62]=[CH:63][CH:64]=2)[CH2:59][N:58]1[C:67]([C:69]1[CH:70]=[C:71]([CH:76]=[CH:77][C:78]=1[C:79]1[N:80]([CH3:95])[CH:81]=[C:82]([C:84](=[O:94])[N:85]([CH2:86][CH2:87][CH2:88][CH3:89])[CH2:90][CH2:91][CH2:92][CH3:93])[N:83]=1)[C:72]([OH:74])=[O:73])=[O:68])([C:51]([CH3:53])([CH3:54])[CH3:52])([CH3:50])[CH3:49]. (2) Given the reactants [CH2:1]([O:3][C:4](=[O:18])[CH:5]([O:15][CH2:16][CH3:17])[CH2:6][C:7]1[CH:12]=[CH:11][C:10]([OH:13])=[C:9]([F:14])[CH:8]=1)[CH3:2].[CH3:19][C:20]1[S:24][C:23]([C:25]2[CH:30]=[CH:29][C:28]([O:31][C:32]([F:35])([F:34])[F:33])=[CH:27][CH:26]=2)=[N:22][C:21]=1[CH2:36][CH2:37]O.COC(=O)CC(=O)C(Br)C.FC(F)(F)OC1C=CC(C(N)=S)=CC=1.C1(P(C2C=CC=CC=2)C2C=CC=CC=2)C=CC=CC=1.N(C(OCC)=O)=NC(OCC)=O, predict the reaction product. The product is: [CH2:1]([O:3][C:4](=[O:18])[CH:5]([O:15][CH2:16][CH3:17])[CH2:6][C:7]1[CH:12]=[CH:11][C:10]([O:13][CH2:37][CH2:36][C:21]2[N:22]=[C:23]([C:25]3[CH:30]=[CH:29][C:28]([O:31][C:32]([F:35])([F:33])[F:34])=[CH:27][CH:26]=3)[S:24][C:20]=2[CH3:19])=[C:9]([F:14])[CH:8]=1)[CH3:2]. (3) The product is: [CH3:21][C:20]([C@@H:23]1[N:27]([C:28]([O:30][C:31]([CH3:34])([CH3:33])[CH3:32])=[O:29])[C@:26]([CH3:38])([C:35]([NH:55][NH:54][C:52]([C:51]2[CH:56]=[CH:57][C:48]([O:47][CH2:39][CH2:40][CH2:41][CH2:42][CH2:43][CH2:44][CH2:45][CH3:46])=[C:49]([C:58]([F:59])([F:61])[F:60])[CH:50]=2)=[O:53])=[O:37])[CH2:25][O:24]1)([CH3:22])[CH3:19]. Given the reactants CC(OC(N1[C@](C)(C(O)=O)COC1(C)C)=O)(C)C.[CH3:19][C:20]([C@@H:23]1[N:27]([C:28]([O:30][C:31]([CH3:34])([CH3:33])[CH3:32])=[O:29])[C@:26]([CH3:38])([C:35]([OH:37])=O)[CH2:25][O:24]1)([CH3:22])[CH3:21].[CH2:39]([O:47][C:48]1[CH:57]=[CH:56][C:51]([C:52]([NH:54][NH2:55])=[O:53])=[CH:50][C:49]=1[C:58]([F:61])([F:60])[F:59])[CH2:40][CH2:41][CH2:42][CH2:43][CH2:44][CH2:45][CH3:46], predict the reaction product. (4) Given the reactants Br[C:2]1[CH:23]=[CH:22][C:5]([C:6]([NH:8][S:9]([C:12]2[CH:17]=[CH:16][CH:15]=[CH:14][C:13]=2[S:18](=[O:21])(=[O:20])[NH2:19])(=[O:11])=[O:10])=[O:7])=[CH:4][C:3]=1[O:24][CH2:25][CH2:26][CH:27]([F:29])[F:28].[C:30]([C:32]1[CH:37]=[CH:36][C:35]([CH3:38])=[CH:34][CH:33]=1)#[CH:31], predict the reaction product. The product is: [F:28][CH:27]([F:29])[CH2:26][CH2:25][O:24][C:3]1[CH:4]=[C:5]([CH:22]=[CH:23][C:2]=1[C:31]#[C:30][C:32]1[CH:37]=[CH:36][C:35]([CH3:38])=[CH:34][CH:33]=1)[C:6]([NH:8][S:9]([C:12]1[CH:17]=[CH:16][CH:15]=[CH:14][C:13]=1[S:18](=[O:21])(=[O:20])[NH2:19])(=[O:11])=[O:10])=[O:7]. (5) The product is: [Cl:1][C:2]1[C:10]([F:11])=[CH:9][CH:8]=[CH:7][C:3]=1[C:4]([N:26]([O:27][CH3:28])[CH3:25])=[O:5]. Given the reactants [Cl:1][C:2]1[C:10]([F:11])=[CH:9][CH:8]=[CH:7][C:3]=1[C:4](O)=[O:5].C(N1C=CN=C1)(N1C=CN=C1)=O.Cl.[CH3:25][NH:26][O:27][CH3:28].CCN(CC)CC, predict the reaction product. (6) Given the reactants [CH2:1]([N:8]1[C:13](=[O:14])[C:12]2[S:15][CH:16]=[CH:17][C:11]=2[N:10]=[C:9]1[CH2:18][CH2:19][CH3:20])[C:2]1[CH:7]=[CH:6][CH:5]=[CH:4][CH:3]=1.[Br:21]Br, predict the reaction product. The product is: [CH2:1]([N:8]1[C:13](=[O:14])[C:12]2[S:15][CH:16]=[CH:17][C:11]=2[N:10]=[C:9]1[CH:18]([Br:21])[CH2:19][CH3:20])[C:2]1[CH:3]=[CH:4][CH:5]=[CH:6][CH:7]=1.